This data is from Full USPTO retrosynthesis dataset with 1.9M reactions from patents (1976-2016). The task is: Predict the reactants needed to synthesize the given product. (1) Given the product [F:1][C@@H:2]1[CH2:6][N:5]([C:7]2[CH:12]=[CH:11][N:10]3[N:13]=[CH:14][C:15]([C:16]([NH2:28])=[O:18])=[C:9]3[CH:8]=2)[C@@H:4]([C:19]2[CH:24]=[CH:23][CH:22]=[C:21]([F:25])[CH:20]=2)[CH2:3]1, predict the reactants needed to synthesize it. The reactants are: [F:1][C@@H:2]1[CH2:6][N:5]([C:7]2[CH:12]=[CH:11][N:10]3[N:13]=[CH:14][C:15]([C:16]([OH:18])=O)=[C:9]3[CH:8]=2)[C@@H:4]([C:19]2[CH:24]=[CH:23][CH:22]=[C:21]([F:25])[CH:20]=2)[CH2:3]1.CC[N:28](C(C)C)C(C)C.CN(C(ON1N=NC2C=CC=NC1=2)=[N+](C)C)C.F[P-](F)(F)(F)(F)F.[NH4+].[Cl-]. (2) Given the product [I:13][C:14]1[C:12]([CH2:10][CH3:11])=[C:16]([CH:20]=[CH:21][CH:22]=1)[C:17]([OH:19])=[O:18], predict the reactants needed to synthesize it. The reactants are: C([Li])CCC.C(N[CH:10]([CH3:12])[CH3:11])(C)C.[I:13][C:14]1C(C)=[C:16]([CH:20]=[CH:21][CH:22]=1)[C:17]([OH:19])=[O:18].IC.Cl. (3) Given the product [C:1]([O:5][C:6]([N:8]1[CH2:13][CH2:12][CH:11]([S:14][C:16]2[CH:17]=[C:18]3[C:23](=[CH:24][C:25]=2[Cl:26])[CH:22]=[N:21][CH:20]=[CH:19]3)[CH2:10][CH2:9]1)=[O:7])([CH3:4])([CH3:2])[CH3:3], predict the reactants needed to synthesize it. The reactants are: [C:1]([O:5][C:6]([N:8]1[CH2:13][CH2:12][CH:11]([SH:14])[CH2:10][CH2:9]1)=[O:7])([CH3:4])([CH3:3])[CH3:2].Br[C:16]1[CH:17]=[C:18]2[C:23](=[CH:24][C:25]=1[Cl:26])[CH:22]=[N:21][CH:20]=[CH:19]2.C1CCN2C(=NCCC2)CC1. (4) The reactants are: [NH2-].[Li+].[CH3:3][C:4](=[O:11])[CH2:5][CH2:6][CH2:7][CH2:8][CH2:9][CH3:10].[C:12]([O:18]CC)(=O)[CH2:13][CH2:14][CH2:15][CH3:16].Cl.[C:22](OC)(C)(C)[CH3:23]. Given the product [CH3:10][CH2:9][CH2:8][CH2:7][CH2:6][CH2:5][C:4](=[O:11])[CH2:3][C:12](=[O:18])[CH2:13][CH2:14][CH2:15][CH2:16][CH2:22][CH3:23], predict the reactants needed to synthesize it. (5) Given the product [Br:1][C:5]1[CH:4]=[N:3][C:8]2[NH:9][C:10](=[O:14])[CH2:11][CH2:12][CH2:13][C:7]=2[CH:6]=1, predict the reactants needed to synthesize it. The reactants are: [Br:1]Br.[N:3]1[C:8]2[NH:9][C:10](=[O:14])[CH2:11][CH2:12][CH2:13][C:7]=2[CH:6]=[CH:5][CH:4]=1.C([O-])([O-])=O.[K+].[K+].